Dataset: Catalyst prediction with 721,799 reactions and 888 catalyst types from USPTO. Task: Predict which catalyst facilitates the given reaction. (1) Reactant: [Cl:1][C:2]1[CH:3]=[C:4]([NH2:10])[C:5]([NH2:9])=[CH:6][C:7]=1[Cl:8].C[Al](C)C.C(O[C:18](=O)[CH:19]([O:26][CH:27]1[CH2:32][CH2:31][N:30]([CH3:33])[CH2:29][CH2:28]1)[C:20]1[CH:25]=[CH:24][CH:23]=[CH:22][CH:21]=1)C.[OH-].[Na+]. The catalyst class is: 11. Product: [Cl:1][C:2]1[C:7]([Cl:8])=[CH:6][C:5]2[NH:9][C:18]([CH:19]([O:26][CH:27]3[CH2:32][CH2:31][N:30]([CH3:33])[CH2:29][CH2:28]3)[C:20]3[CH:25]=[CH:24][CH:23]=[CH:22][CH:21]=3)=[N:10][C:4]=2[CH:3]=1. (2) Reactant: [Br:1][C:2]1[CH:7]=[CH:6][C:5]([C:8]([C:11]2[CH:15]=[CH:14][NH:13][N:12]=2)([CH3:10])[CH3:9])=[CH:4][CH:3]=1.[CH3:16][O:17][C:18]1[CH:25]=[CH:24][C:21]([CH2:22]Cl)=[CH:20][CH:19]=1.C(=O)([O-])[O-].[K+].[K+]. Product: [CH3:16][O:17][C:18]1[CH:25]=[CH:24][C:21]([CH2:22][N:13]2[CH:14]=[CH:15][C:11]([C:8]([C:5]3[CH:6]=[CH:7][C:2]([Br:1])=[CH:3][CH:4]=3)([CH3:10])[CH3:9])=[N:12]2)=[CH:20][CH:19]=1. The catalyst class is: 21. (3) Product: [CH3:8][C:6]1[CH:5]=[C:4]([CH3:9])[N:3]=[C:2]([N:10]2[CH2:15][CH2:14][NH:13][CH2:12][CH2:11]2)[CH:7]=1. Reactant: Cl[C:2]1[CH:7]=[C:6]([CH3:8])[CH:5]=[C:4]([CH3:9])[N:3]=1.[NH:10]1[CH2:15][CH2:14][NH:13][CH2:12][CH2:11]1. The catalyst class is: 58. (4) Reactant: [NH:1]1[C:9]2[C:4](=[CH:5][CH:6]=[CH:7][CH:8]=2)[C:3]([CH:10]=[O:11])=[CH:2]1.[OH-].[K+].[C:14]1([S:20](Cl)(=[O:22])=[O:21])[CH:19]=[CH:18][CH:17]=[CH:16][CH:15]=1. Product: [C:14]1([S:20]([N:1]2[C:9]3[C:4](=[CH:5][CH:6]=[CH:7][CH:8]=3)[C:3]([CH:10]=[O:11])=[CH:2]2)(=[O:22])=[O:21])[CH:19]=[CH:18][CH:17]=[CH:16][CH:15]=1. The catalyst class is: 8. (5) Reactant: C(OC([N:8]1[CH2:13][CH2:12][CH:11]([NH:14][C:15]2[CH:24]=[C:23]([Cl:25])[C:22]3[C:17](=[CH:18][CH:19]=[CH:20][CH:21]=3)[N:16]=2)[CH2:10][CH2:9]1)=O)(C)(C)C. Product: [ClH:25].[ClH:25].[Cl:25][C:23]1[C:22]2[C:17](=[CH:18][CH:19]=[CH:20][CH:21]=2)[N:16]=[C:15]([NH:14][CH:11]2[CH2:12][CH2:13][NH:8][CH2:9][CH2:10]2)[CH:24]=1. The catalyst class is: 89. (6) Reactant: C([O-])([O-])=O.[Na+].[Na+].I[C:8]1[CH:13]=[CH:12][CH:11]=[CH:10][CH:9]=1.[Br:14][C:15]1[CH:20]=[CH:19][C:18](B(O)O)=[CH:17][N:16]=1. Product: [Br:14][C:15]1[CH:20]=[CH:19][C:18]([C:8]2[CH:13]=[CH:12][CH:11]=[CH:10][CH:9]=2)=[CH:17][N:16]=1. The catalyst class is: 128. (7) Reactant: Cl.[F:2][C:3]1[CH:8]=[CH:7][C:6]([C:9]2[N:10]=[C:11]3[N:15]([C:16]=2[C:17]2[CH:22]=[CH:21][N:20]=[C:19]([NH:23][C@@H:24]4[CH2:29][CH2:28][CH2:27][NH:26][CH2:25]4)[N:18]=2)[CH:14]=[CH:13][S:12]3)=[CH:5][C:4]=1[O:30][CH3:31].CCN(C(C)C)C(C)C.[Cl:41][C:42]1[CH:47]=[CH:46][C:45]([S:48](Cl)(=[O:50])=[O:49])=[CH:44][CH:43]=1. Product: [Cl:41][C:42]1[CH:47]=[CH:46][C:45]([S:48]([N:26]2[CH2:27][CH2:28][CH2:29][C@@H:24]([NH:23][C:19]3[N:18]=[C:17]([C:16]4[N:15]5[C:11]([S:12][CH:13]=[CH:14]5)=[N:10][C:9]=4[C:6]4[CH:7]=[CH:8][C:3]([F:2])=[C:4]([O:30][CH3:31])[CH:5]=4)[CH:22]=[CH:21][N:20]=3)[CH2:25]2)(=[O:50])=[O:49])=[CH:44][CH:43]=1. The catalyst class is: 2.